From a dataset of Forward reaction prediction with 1.9M reactions from USPTO patents (1976-2016). Predict the product of the given reaction. (1) Given the reactants P(Cl)(Cl)([Cl:3])=O.[Cl:6][C:7]1[C:8]([CH3:17])=[N:9][C:10]2[N:11]([N:14]=[CH:15][CH:16]=2)[C:12]=1O, predict the reaction product. The product is: [Cl:6][C:7]1[C:8]([CH3:17])=[N:9][C:10]2[N:11]([N:14]=[CH:15][CH:16]=2)[C:12]=1[Cl:3]. (2) Given the reactants Cl.[Cl:2][C:3]1[C:4]2[C:8]([CH:9]=[CH:10][CH:11]=1)=[N:7][N:6]1[C:12]([CH:17]3[CH2:22][CH2:21][NH:20][CH2:19][CH2:18]3)=[CH:13][C:14](=[O:16])[NH:15][C:5]=21.[OH-].[Na+], predict the reaction product. The product is: [Cl:2][C:3]1[C:4]2[C:8]([CH:9]=[CH:10][CH:11]=1)=[N:7][N:6]1[C:12]([CH:17]3[CH2:22][CH2:21][NH:20][CH2:19][CH2:18]3)=[CH:13][C:14](=[O:16])[NH:15][C:5]=21. (3) Given the reactants [CH3:1][O:2][C:3](=[O:39])[CH:4]([C:10]1[CH:11]=[C:12]([C:30]2[CH:35]=[CH:34][CH:33]=[C:32]([N+:36]([O-:38])=[O:37])[CH:31]=2)[C:13]([OH:29])=[C:14]([C:16]2[NH:17][C:18]3[C:23]([CH:24]=2)=[CH:22][C:21]([C:25](OC)=[NH:26])=[CH:20][CH:19]=3)[CH:15]=1)[CH2:5][C:6]([O:8][CH3:9])=[O:7].C(=O)([O-])[O-].[NH4+:44].[NH4+], predict the reaction product. The product is: [CH3:1][O:2][C:3](=[O:39])[CH:4]([C:10]1[CH:11]=[C:12]([C:30]2[CH:35]=[CH:34][CH:33]=[C:32]([N+:36]([O-:38])=[O:37])[CH:31]=2)[C:13]([OH:29])=[C:14]([C:16]2[NH:17][C:18]3[C:23]([CH:24]=2)=[CH:22][C:21]([C:25](=[NH:26])[NH2:44])=[CH:20][CH:19]=3)[CH:15]=1)[CH2:5][C:6]([O:8][CH3:9])=[O:7]. (4) Given the reactants [Cl:1][C:2]1[C:7](=[O:8])[N:6]([C:9]2[CH:10]=[C:11]([CH:15]=[CH:16][C:17]=2[CH3:18])[C:12](O)=[O:13])[C:5]([CH3:19])=[N:4][C:3]=1[O:20][CH2:21][C:22]1[CH:27]=[CH:26][CH:25]=[C:24]([O:28][CH3:29])[CH:23]=1.[C:30](N1C=CN=C1)(N1C=CN=C1)=O.Cl.[CH3:43][N:44](C)[OH:45].C(N(CC)CC)C, predict the reaction product. The product is: [Cl:1][C:2]1[C:7](=[O:8])[N:6]([C:9]2[CH:10]=[C:11]([CH:15]=[CH:16][C:17]=2[CH3:18])[C:12]([N:44]([O:45][CH3:30])[CH3:43])=[O:13])[C:5]([CH3:19])=[N:4][C:3]=1[O:20][CH2:21][C:22]1[CH:27]=[CH:26][CH:25]=[C:24]([O:28][CH3:29])[CH:23]=1. (5) Given the reactants N(C(O[CH:12]([CH3:14])[CH3:13])=O)=NC(OC(C)C)=O.C[CH2:16][CH:17](O)[CH2:18][CH2:19][CH2:20][CH2:21][CH3:22].[Cl:24][C:25]1[N:33]=[CH:32][N:31]=[C:30]2[C:26]=1[N:27]=[CH:28][NH:29]2.C1(P(C2C=CC=CC=2)C2C=CC=CC=2)C=CC=CC=1, predict the reaction product. The product is: [Cl:24][C:25]1[N:33]=[CH:32][N:31]=[C:30]2[C:26]=1[N:27]=[CH:28][N:29]2[CH:20]([CH2:19][CH2:18][CH2:17][CH2:16][CH2:14][CH2:12][CH3:13])[CH2:21][CH3:22]. (6) Given the reactants I[C:2]1[C:10]2[C:5](=[CH:6][C:7]([CH:11]=[O:12])=[CH:8][CH:9]=2)[NH:4]N=1.[CH3:13]CN(CC)CC.[C:20]([C:22]1[CH:30]=[CH:29][C:25]([N:26]([CH3:28])[CH3:27])=[CH:24][CH:23]=1)#[CH:21], predict the reaction product. The product is: [CH3:27][N:26]([CH3:28])[C:25]1[CH:29]=[CH:30][C:22]([C:20]#[C:21][C:2]2[C:10]3[C:5](=[CH:6][C:7]([CH:11]=[O:12])=[CH:8][CH:9]=3)[NH:4][CH:13]=2)=[CH:23][CH:24]=1. (7) Given the reactants FC(F)(F)C([NH:5][CH:6]1[CH2:11][CH2:10][NH:9][CH2:8][CH2:7]1)=O.C(N(CC)CC)C.[C:21](#[N:24])[CH:22]=[CH2:23], predict the reaction product. The product is: [C:21]([CH2:22][CH2:23][N:9]1[CH2:8][CH2:7][CH:6]([NH2:5])[CH2:11][CH2:10]1)#[N:24]. (8) Given the reactants [F:1][C:2]1[CH:9]=[CH:8][C:5]([CH:6]=O)=[CH:4][C:3]=1[N+:10]([O-:12])=[O:11].C(O)(=O)C.[NH:17]1[CH2:22][CH2:21][CH2:20][CH2:19][CH2:18]1.C(O[BH-](OC(=O)C)OC(=O)C)(=O)C.[Na+].Cl, predict the reaction product. The product is: [F:1][C:2]1[CH:9]=[CH:8][C:5]([CH2:6][N:17]2[CH2:22][CH2:21][CH2:20][CH2:19][CH2:18]2)=[CH:4][C:3]=1[N+:10]([O-:12])=[O:11]. (9) Given the reactants [Br:1][C:2]1[CH:18]=[CH:17][C:5]2[N:6]=[C:7]([N:9](CCCCl)[C:10]([NH2:12])=[O:11])[S:8][C:4]=2[CH:3]=1.[NH:19]1[CH2:24][CH2:23][NH:22][CH2:21][CH2:20]1.[CH2:25]1[CH2:29]OC[CH2:26]1.CCO, predict the reaction product. The product is: [Br:1][C:2]1[CH:18]=[CH:17][C:5]2[N:6]=[C:7]([NH:9][C:10]([NH:12][CH2:26][CH2:25][CH2:29][N:19]3[CH2:24][CH2:23][NH:22][CH2:21][CH2:20]3)=[O:11])[S:8][C:4]=2[CH:3]=1.